This data is from Full USPTO retrosynthesis dataset with 1.9M reactions from patents (1976-2016). The task is: Predict the reactants needed to synthesize the given product. (1) Given the product [CH3:22][N:17]([C:12]1[C:11]([NH:10][C:6]2[C:5]3[N:4]([N:3]=[C:2]([NH:37][C:34]4[CH:33]=[CH:32][C:31]([N:28]5[CH2:27][CH2:26][N:25]([CH3:24])[CH2:30][CH2:29]5)=[CH:36][CH:35]=4)[N:23]=3)[CH:9]=[CH:8][CH:7]=2)=[CH:16][CH:15]=[CH:14][N:13]=1)[S:18]([CH3:21])(=[O:20])=[O:19], predict the reactants needed to synthesize it. The reactants are: Cl[C:2]1[N:23]=[C:5]2[C:6]([NH:10][C:11]3[C:12]([N:17]([CH3:22])[S:18]([CH3:21])(=[O:20])=[O:19])=[N:13][CH:14]=[CH:15][CH:16]=3)=[CH:7][CH:8]=[CH:9][N:4]2[N:3]=1.[CH3:24][N:25]1[CH2:30][CH2:29][N:28]([C:31]2[CH:36]=[CH:35][C:34]([NH2:37])=[CH:33][CH:32]=2)[CH2:27][CH2:26]1.C1(P(C2CCCCC2)C2C=CC=CC=2C2C=CC=CC=2P(C2CCCCC2)C2CCCCC2)CCCCC1. (2) Given the product [Cl:5][C:6]1[C:7]([OH:19])=[CH:8][C:9]([CH3:18])=[C:10]([CH2:12][C:13]([O:15][CH2:16][CH3:17])=[O:14])[CH:11]=1, predict the reactants needed to synthesize it. The reactants are: B(Br)(Br)Br.[Cl:5][C:6]1[C:7]([O:19]C)=[CH:8][C:9]([CH3:18])=[C:10]([CH2:12][C:13]([O:15][CH2:16][CH3:17])=[O:14])[CH:11]=1. (3) Given the product [O:6]=[C:5]1[C:4]2([CH2:11][CH2:10][CH2:9][CH2:8][CH2:7]2)[C:3]([NH:12][C@@H:13]([CH2:17][C:18]2[CH:23]=[CH:22][C:21]([NH:24][C:25](=[O:34])[C:26]3[C:31]([Cl:32])=[CH:30][N:29]=[CH:28][C:27]=3[Cl:33])=[CH:20][CH:19]=2)[C:14]([O:16][CH2:38][CH2:37][OH:39])=[O:15])=[CH:2]1, predict the reactants needed to synthesize it. The reactants are: Br[C:2]1[C:5](=[O:6])[C:4]2([CH2:11][CH2:10][CH2:9][CH2:8][CH2:7]2)[C:3]=1[NH:12][C@@H:13]([CH2:17][C:18]1[CH:23]=[CH:22][C:21]([NH:24][C:25](=[O:34])[C:26]2[C:31]([Cl:32])=[CH:30][N:29]=[CH:28][C:27]=2[Cl:33])=[CH:20][CH:19]=1)[C:14]([OH:16])=[O:15].O.Cl.[C:37](OCC)(=[O:39])[CH3:38]. (4) Given the product [CH3:1][S:2]([C:3]1[CH:4]=[C:5]([C:9]2[N:13]3[N:14]=[C:15]([N:18]4[CH2:23][CH2:22][CH2:21][CH2:20][CH2:19]4)[CH:16]=[CH:17][C:12]3=[N:11][N:10]=2)[CH:6]=[CH:7][CH:8]=1)(=[O:32])=[O:35], predict the reactants needed to synthesize it. The reactants are: [CH3:1][S:2][C:3]1[CH:4]=[C:5]([C:9]2[N:13]3[N:14]=[C:15]([N:18]4[CH2:23][CH2:22][CH2:21][CH2:20][CH2:19]4)[CH:16]=[CH:17][C:12]3=[N:11][N:10]=2)[CH:6]=[CH:7][CH:8]=1.ClC1C=CC=C(C(OO)=[O:32])C=1.[OH2:35]. (5) Given the product [Br:1][C:2]1[CH:3]=[C:4]2[C:8](=[CH:9][CH:10]=1)[N:7]([C:26](=[O:27])[CH2:25][N:24]([CH3:29])[CH3:23])[CH:6]=[C:5]2/[C:11](=[CH:12]/[C:13]1[CH:14]=[N:15][CH:16]=[CH:17][C:18]=1[O:19][CH3:20])/[C:21]#[N:22], predict the reactants needed to synthesize it. The reactants are: [Br:1][C:2]1[CH:3]=[C:4]2[C:8](=[CH:9][CH:10]=1)[NH:7][CH:6]=[C:5]2/[C:11](/[C:21]#[N:22])=[CH:12]/[C:13]1[CH:14]=[N:15][CH:16]=[CH:17][C:18]=1[O:19][CH3:20].[CH3:23][N:24]([CH3:29])[CH2:25][C:26](O)=[O:27].C1CN([P+](ON2N=NC3C=CC=CC2=3)(N2CCCC2)N2CCCC2)CC1.F[P-](F)(F)(F)(F)F. (6) Given the product [CH2:3]1[CH2:16][O:15][C:14]2[CH:13]=[C:12]3[C:7]([C:8]([C:18]4[CH:23]=[CH:22][CH:21]=[CH:20][CH:19]=4)=[N:9][C:10]([O:17][CH:25]([CH3:27])[CH3:26])=[N:11]3)=[CH:6][C:5]=2[O:4]1, predict the reactants needed to synthesize it. The reactants are: [H-].[Na+].[CH2:3]1[CH2:16][O:15][C:14]2[CH:13]=[C:12]3[C:7]([C:8]([C:18]4[CH:23]=[CH:22][CH:21]=[CH:20][CH:19]=4)=[N:9][C:10](=[O:17])[NH:11]3)=[CH:6][C:5]=2[O:4]1.I[CH:25]([CH3:27])[CH3:26]. (7) Given the product [CH3:11][S:8]([C:5]1[CH:6]=[CH:7][C:2]([N:33]2[CH:32]=[C:31]([CH3:30])[CH:35]=[N:34]2)=[C:3]([C:12]([N:14]2[CH2:19][CH2:18][N:17]([C:20]3[CH:25]=[CH:24][C:23]([C:26]([F:29])([F:28])[F:27])=[CH:22][CH:21]=3)[CH2:16][CH2:15]2)=[O:13])[CH:4]=1)(=[O:10])=[O:9], predict the reactants needed to synthesize it. The reactants are: I[C:2]1[CH:7]=[CH:6][C:5]([S:8]([CH3:11])(=[O:10])=[O:9])=[CH:4][C:3]=1[C:12]([N:14]1[CH2:19][CH2:18][N:17]([C:20]2[CH:25]=[CH:24][C:23]([C:26]([F:29])([F:28])[F:27])=[CH:22][CH:21]=2)[CH2:16][CH2:15]1)=[O:13].[CH3:30][C:31]1[CH:32]=[N:33][NH:34][CH:35]=1. (8) The reactants are: C(OC(=O)[NH:7][C@H:8]1[CH2:13][CH2:12][C@@H:11]([CH2:14][NH:15]C2N=C(N(C)C)C3C(=CC=CC=3)N=2)[CH2:10][CH2:9]1)(C)(C)C.Cl.[CH3:31][CH2:32][O:33][C:34](C)=[O:35]. Given the product [CH2:32]([O:33][C:34](=[O:35])[NH:15][CH2:14][C@H:11]1[CH2:12][CH2:13][C@@H:8]([NH2:7])[CH2:9][CH2:10]1)[C:31]1[CH:12]=[CH:13][CH:8]=[CH:9][CH:10]=1, predict the reactants needed to synthesize it. (9) Given the product [F:39][C:33]1[CH:34]=[C:35]([F:38])[CH:36]=[CH:37][C:32]=1[O:31][CH:28]1[CH2:27][CH2:26][N:25]([C:20]2[N:21]=[C:22]3[CH2:23][CH2:24][NH:15][CH:16]([CH3:44])[C:17]3=[N:18][C:19]=2[NH:40][CH:41]([CH3:43])[CH3:42])[CH2:30][CH2:29]1.[C:2]([OH:3])([C:4]([F:7])([F:6])[F:5])=[O:1], predict the reactants needed to synthesize it. The reactants are: [OH:1][C:2]([C:4]([F:7])([F:6])[F:5])=[O:3].C([N:15]1[CH2:24][CH2:23][C:22]2[C:17](=[N:18][C:19]([NH:40][CH:41]([CH3:43])[CH3:42])=[C:20]([N:25]3[CH2:30][CH2:29][CH:28]([O:31][C:32]4[CH:37]=[CH:36][C:35]([F:38])=[CH:34][C:33]=4[F:39])[CH2:27][CH2:26]3)[N:21]=2)[CH:16]1[CH3:44])C1C=CC=CC=1. (10) Given the product [F:18][C:17]([F:20])([F:19])[C:15]1[CH:14]=[CH:13][C:5]2[C:6](=[O:12])[NH:7][C:8]3[C:3]([C:4]=2[CH:16]=1)=[C:2]([NH:21][C:22]1[CH:27]=[CH:26][C:25]([NH:28][C:29](=[O:36])[C:30]2[CH:35]=[CH:34][CH:33]=[CH:32][CH:31]=2)=[CH:24][CH:23]=1)[CH:11]=[CH:10][N:9]=3, predict the reactants needed to synthesize it. The reactants are: Cl[C:2]1[CH:11]=[CH:10][N:9]=[C:8]2[C:3]=1[C:4]1[CH:16]=[C:15]([C:17]([F:20])([F:19])[F:18])[CH:14]=[CH:13][C:5]=1[C:6](=[O:12])[NH:7]2.[NH2:21][C:22]1[CH:27]=[CH:26][C:25]([NH:28][C:29](=[O:36])[C:30]2[CH:35]=[CH:34][CH:33]=[CH:32][CH:31]=2)=[CH:24][CH:23]=1.